From a dataset of Forward reaction prediction with 1.9M reactions from USPTO patents (1976-2016). Predict the product of the given reaction. (1) Given the reactants [Cl:1][C:2]1[CH:7]=[CH:6][C:5]([C:8](=O)[CH2:9][C:10](=O)[C:11]([F:14])([F:13])[F:12])=[CH:4][C:3]=1[CH3:17].[NH2:18][C:19]1[C:23]([C:24]2[CH:29]=[CH:28][N:27]=[CH:26][CH:25]=2)=[CH:22][NH:21][N:20]=1, predict the reaction product. The product is: [Cl:1][C:2]1[CH:7]=[CH:6][C:5]([C:8]2[CH:9]=[C:10]([C:11]([F:14])([F:13])[F:12])[N:20]3[N:21]=[CH:22][C:23]([C:24]4[CH:29]=[CH:28][N:27]=[CH:26][CH:25]=4)=[C:19]3[N:18]=2)=[CH:4][C:3]=1[CH3:17]. (2) Given the reactants [NH:1]1[CH2:6][CH2:5][CH:4]([C:7]2[CH:12]=[CH:11][C:10]([NH:13][C:14]([C:16]3[C:17]([C:22]4[CH:27]=[CH:26][C:25]([C:28]([F:31])([F:30])[F:29])=[CH:24][CH:23]=4)=[CH:18][CH:19]=[CH:20][CH:21]=3)=[O:15])=[CH:9][CH:8]=2)[CH2:3][CH2:2]1.C([O-])([O-])=O.[Na+].[Na+].Br[CH:39]([C:44]1[CH:49]=[CH:48][CH:47]=[CH:46][CH:45]=1)[C:40]([O:42][CH3:43])=[O:41], predict the reaction product. The product is: [C:44]1([CH:39]([N:1]2[CH2:6][CH2:5][CH:4]([C:7]3[CH:12]=[CH:11][C:10]([NH:13][C:14]([C:16]4[CH:21]=[CH:20][CH:19]=[CH:18][C:17]=4[C:22]4[CH:23]=[CH:24][C:25]([C:28]([F:29])([F:30])[F:31])=[CH:26][CH:27]=4)=[O:15])=[CH:9][CH:8]=3)[CH2:3][CH2:2]2)[C:40]([O:42][CH3:43])=[O:41])[CH:49]=[CH:48][CH:47]=[CH:46][CH:45]=1. (3) Given the reactants [Na+:1].[CH2:2]([O:4][P:5]([C:8]([F:29])([F:28])[CH2:9][C@@H:10]([OH:27])[C@@H:11]([OH:26])[C@@H:12]([OH:25])[CH2:13][N:14]([O:17]CC1C=CC=CC=1)[CH:15]=[O:16])(=[O:7])[O-:6])[CH3:3].CC1C=C2N=C3C(=NC(NC3=O)=O)N(C[C@H](O)[C@H](O)[C@H](O)CO)C2=CC=1C, predict the reaction product. The product is: [Na+:1].[CH2:2]([O:4][P:5]([C:8]([F:29])([F:28])[CH2:9][C@@H:10]([OH:27])[C@@H:11]([OH:26])[C@@H:12]([OH:25])[CH2:13][N:14]([CH:15]=[O:16])[OH:17])(=[O:6])[O-:7])[CH3:3]. (4) Given the reactants [CH3:1][C:2]1([CH3:14])[C:10]2[CH2:9][CH2:8][CH2:7][C:6](=O)[C:5]=2[C:4]([CH3:13])([CH3:12])[CH2:3]1.[C:15](O)(=O)C.[CH:19]([NH2:21])=[NH:20], predict the reaction product. The product is: [CH3:12][C:4]1([CH3:13])[C:5]2[C:6]3[C:7]([CH2:8][CH2:9][C:10]=2[C:2]([CH3:1])([CH3:14])[CH2:3]1)=[CH:15][N:21]=[CH:19][N:20]=3. (5) Given the reactants [Cl:1][C:2]1[CH:3]=[C:4]([C:8]#[C:9][C@@H:10]2[N:14]3[CH2:15][CH2:16][N:17]([C:19]4[N:26]=[CH:25][CH:24]=[CH:23][C:20]=4[C:21]#[N:22])[CH2:18][C@@H:13]3[CH2:12][CH2:11]2)[CH:5]=[CH:6][CH:7]=1.[Sn]([N:31]=[N+:32]=[N-:33])(C)(C)C.CN(C=O)C, predict the reaction product. The product is: [Cl:1][C:2]1[CH:3]=[C:4]([C:8]#[C:9][C@@H:10]2[N:14]3[CH2:15][CH2:16][N:17]([C:19]4[C:20]([C:21]5[N:31]=[N:32][NH:33][N:22]=5)=[CH:23][CH:24]=[CH:25][N:26]=4)[CH2:18][C@@H:13]3[CH2:12][CH2:11]2)[CH:5]=[CH:6][CH:7]=1.